Predict the reactants needed to synthesize the given product. From a dataset of Full USPTO retrosynthesis dataset with 1.9M reactions from patents (1976-2016). (1) The reactants are: [F:1][C:2]1[CH:7]=[C:6]([C:8]([F:11])([F:10])[F:9])[CH:5]=[CH:4][C:3]=1[NH:12][C:13]1[C:22]2[C:17](=[C:18]([N+:23]([O-])=O)C=[CH:20][CH:21]=2)[CH:16]=CN=1.[NH4+:26].[Cl-].[CH3:28][CH2:29]O.O. Given the product [F:1][C:2]1[CH:7]=[C:6]([C:8]([F:9])([F:10])[F:11])[CH:5]=[CH:4][C:3]=1[NH:12][C:13]1[C:22]2[CH:21]=[CH:20][N:26]=[C:18]([NH2:23])[C:17]=2[CH:16]=[CH:28][CH:29]=1, predict the reactants needed to synthesize it. (2) Given the product [C:11]([O:15][C:16](=[O:38])[CH2:17][N:18]1[C:22]2[CH:23]=[CH:24][C:25]([N:27]([CH2:28][C:29]3[CH:30]=[CH:31][CH:32]=[CH:33][CH:34]=3)[C:5](=[O:6])[C:4]3[CH:8]=[CH:9][CH:10]=[C:2]([F:1])[CH:3]=3)=[CH:26][C:21]=2[N:20]=[C:19]1[CH2:35][CH2:36][CH3:37])([CH3:14])([CH3:13])[CH3:12], predict the reactants needed to synthesize it. The reactants are: [F:1][C:2]1[CH:3]=[C:4]([CH:8]=[CH:9][CH:10]=1)[C:5](Cl)=[O:6].[C:11]([O:15][C:16](=[O:38])[CH2:17][N:18]1[C:22]2[CH:23]=[CH:24][C:25]([NH:27][CH2:28][C:29]3[CH:34]=[CH:33][CH:32]=[CH:31][CH:30]=3)=[CH:26][C:21]=2[N:20]=[C:19]1[CH2:35][CH2:36][CH3:37])([CH3:14])([CH3:13])[CH3:12].CCN(C(C)C)C(C)C. (3) Given the product [Cl:1][C:2]1[N:7]=[C:6]([CH:8]([N:9]2[CH:14]=[CH:13][CH:12]=[CH:11][C:10]2=[O:15])[CH:25]([C:32]2[CH:33]=[N:34][CH:35]=[CH:36][CH:37]=2)[C:26]2[CH:27]=[N:28][CH:29]=[CH:30][CH:31]=2)[CH:5]=[CH:4][CH:3]=1, predict the reactants needed to synthesize it. The reactants are: [Cl:1][C:2]1[N:7]=[C:6]([CH2:8][N:9]2[CH:14]=[CH:13][CH:12]=[CH:11][C:10]2=[O:15])[CH:5]=[CH:4][CH:3]=1.[Li+].CC([N-]C(C)C)C.Cl[CH:25]([C:32]1[CH:33]=[N:34][CH:35]=[CH:36][CH:37]=1)[C:26]1[CH:27]=[N:28][CH:29]=[CH:30][CH:31]=1. (4) Given the product [CH2:15]([N:7]([N:5]1[CH:6]=[C:2]([C:19]2[CH:18]=[N:17][CH:22]=[CH:21][CH:20]=2)[N:3]=[CH:4]1)[C:8](=[O:14])[O:9][C:10]([CH3:13])([CH3:12])[CH3:11])[CH3:16], predict the reactants needed to synthesize it. The reactants are: Br[C:2]1[N:3]=[CH:4][N:5]([N:7]([CH2:15][CH3:16])[C:8](=[O:14])[O:9][C:10]([CH3:13])([CH3:12])[CH3:11])[CH:6]=1.[N:17]1[CH:22]=[CH:21][CH:20]=[C:19](B(O)O)[CH:18]=1.C([O-])([O-])=O.[K+].[K+].O.